This data is from Forward reaction prediction with 1.9M reactions from USPTO patents (1976-2016). The task is: Predict the product of the given reaction. (1) Given the reactants C[O:2][C:3](=[O:17])[CH:4]([CH2:7][C:8]1[CH:13]=[CH:12][C:11]([OH:14])=[CH:10][C:9]=1[O:15][CH3:16])CC.[C:18]1([C:29]2[CH:34]=[CH:33][CH:32]=[CH:31][CH:30]=2)[CH:23]=[CH:22][C:21]([O:24][CH2:25][CH2:26][CH2:27]O)=[CH:20][CH:19]=1.C[CH:36]([O:38]C(/N=N/C(OC(C)C)=O)=O)C.C1(C)C=CC=CC=1, predict the reaction product. The product is: [C:18]1([C:29]2[CH:34]=[CH:33][CH:32]=[CH:31][CH:30]=2)[CH:23]=[CH:22][C:21]([O:24][CH2:25][CH:26]([O:14][C:11]2[CH:12]=[CH:13][C:8]([CH2:7][CH:4]([O:38][CH3:36])[C:3]([OH:2])=[O:17])=[C:9]([O:15][CH3:16])[CH:10]=2)[CH3:27])=[CH:20][CH:19]=1. (2) Given the reactants [CH3:1][N:2]1[C:14]2[C:15]3[CH:7]([CH2:8][N:9]([CH2:16][C:17]([O:19]C(C)(C)C)=[O:18])[C:10]=3[CH:11]=[CH:12][CH:13]=2)[CH2:6][CH2:5][CH2:4][C:3]1=[O:24].Cl, predict the reaction product. The product is: [CH3:1][N:2]1[C:14]2[C:15]3[CH:7]([CH2:8][N:9]([CH2:16][C:17]([OH:19])=[O:18])[C:10]=3[CH:11]=[CH:12][CH:13]=2)[CH2:6][CH2:5][CH2:4][C:3]1=[O:24]. (3) Given the reactants [Cl:1][C:2]1[C:7]([N+:8]([O-:10])=[O:9])=[CH:6][CH:5]=[C:4]([Cl:11])[C:3]=1[S:12](Cl)(=[O:14])=[O:13].[CH2:16]([O:23][CH2:24][CH2:25][NH2:26])[C:17]1[CH:22]=[CH:21][CH:20]=[CH:19][CH:18]=1.C(N(CC)CC)C, predict the reaction product. The product is: [CH2:16]([O:23][CH2:24][CH2:25][NH:26][S:12]([C:3]1[C:4]([Cl:11])=[CH:5][CH:6]=[C:7]([N+:8]([O-:10])=[O:9])[C:2]=1[Cl:1])(=[O:14])=[O:13])[C:17]1[CH:22]=[CH:21][CH:20]=[CH:19][CH:18]=1. (4) Given the reactants Cl[C:2]1[C:11]2[C:6](=[CH:7][C:8]([O:14][CH3:15])=[C:9]([O:12][CH3:13])[CH:10]=2)[CH:5]=[C:4]([NH:16][C:17]2[CH:21]=[C:20]([CH3:22])[NH:19][N:18]=2)[N:3]=1.[O:23]1[CH2:27][CH2:26][CH:25]([OH:28])[CH2:24]1, predict the reaction product. The product is: [CH3:15][O:14][C:8]1[CH:7]=[C:6]2[C:11](=[CH:10][C:9]=1[O:12][CH3:13])[C:2]([O:28][CH:25]1[CH2:26][CH2:27][O:23][CH2:24]1)=[N:3][C:4]([NH:16][C:17]1[CH:21]=[C:20]([CH3:22])[NH:19][N:18]=1)=[CH:5]2. (5) Given the reactants [O:1]1[CH2:6][CH2:5][CH:4](O)[CH2:3][CH2:2]1.[CH3:8][C:9]1[CH:17]=[C:16]2[C:12]([CH:13]=[CH:14][NH:15]2)=[C:11]([N+:18]([O-])=O)[CH:10]=1, predict the reaction product. The product is: [CH3:8][C:9]1[CH:10]=[C:11]([NH2:18])[C:12]2[CH:13]=[CH:14][N:15]([CH:4]3[CH2:5][CH2:6][O:1][CH2:2][CH2:3]3)[C:16]=2[CH:17]=1. (6) Given the reactants [Cl:1][C:2]1[CH:3]=[C:4]([C:8]2[CH:9]=[C:10]3[C:15](=[CH:16][CH:17]=2)[NH:14][C:13](=O)[CH2:12][C:11]3([CH3:20])[CH3:19])[CH:5]=[CH:6][CH:7]=1.P12(SP3(SP(SP(S3)(S1)=S)(=S)S2)=S)=[S:22], predict the reaction product. The product is: [Cl:1][C:2]1[CH:3]=[C:4]([C:8]2[CH:9]=[C:10]3[C:15](=[CH:16][CH:17]=2)[NH:14][C:13](=[S:22])[CH2:12][C:11]3([CH3:20])[CH3:19])[CH:5]=[CH:6][CH:7]=1.